This data is from Catalyst prediction with 721,799 reactions and 888 catalyst types from USPTO. The task is: Predict which catalyst facilitates the given reaction. (1) Reactant: [NH2:1][C:2]([NH:4][C:5]1[C:6]([C:18]([NH2:20])=[O:19])=[N:7][N:8]([C:10]2[CH:15]=[CH:14][C:13](I)=[C:12]([Cl:17])[CH:11]=2)[CH:9]=1)=[O:3].[OH:21][C:22]1[CH:27]=[CH:26][C:25](B(O)O)=[CH:24][CH:23]=1. Product: [NH2:1][C:2]([NH:4][C:5]1[C:6]([C:18]([NH2:20])=[O:19])=[N:7][N:8]([C:10]2[CH:15]=[CH:14][C:13]([C:25]3[CH:26]=[CH:27][C:22]([OH:21])=[CH:23][CH:24]=3)=[C:12]([Cl:17])[CH:11]=2)[CH:9]=1)=[O:3]. The catalyst class is: 455. (2) Reactant: [CH3:1][N:2]([CH3:50])[CH2:3][C:4]([N:6]1[C:14]2[C:9](=[CH:10][C:11]([O:48][CH3:49])=[C:12]([NH:15][C:16]3[N:17]=[C:18]([NH:35][C:36]4[C:41]([C:42]([NH:44][CH3:45])=[O:43])=[C:40]([F:46])[C:39]([F:47])=[CH:38][CH:37]=4)[C:19]4[CH:24]=[CH:23][N:22](S(C5C=CC(C)=CC=5)(=O)=O)[C:20]=4[N:21]=3)[CH:13]=2)[CH2:8][CH2:7]1)=[O:5].O.[OH-].[Na+]. Product: [CH3:50][N:2]([CH3:1])[CH2:3][C:4]([N:6]1[C:14]2[C:9](=[CH:10][C:11]([O:48][CH3:49])=[C:12]([NH:15][C:16]3[NH:21][C:20]4=[N:22][CH:23]=[CH:24][C:19]4=[C:18]([NH:35][C:36]4[C:41]([C:42]([NH:44][CH3:45])=[O:43])=[C:40]([F:46])[C:39]([F:47])=[CH:38][CH:37]=4)[N:17]=3)[CH:13]=2)[CH2:8][CH2:7]1)=[O:5]. The catalyst class is: 155.